This data is from Catalyst prediction with 721,799 reactions and 888 catalyst types from USPTO. The task is: Predict which catalyst facilitates the given reaction. Reactant: [Br:1][CH2:2][C:3]1[CH:10]=[CH:9][C:6]([C:7]#N)=[CH:5][C:4]=1[Cl:11].[H-].C([Al+]CC(C)C)C(C)C.Cl.[OH2:23]. Product: [Br:1][CH2:2][C:3]1[CH:10]=[CH:9][C:6]([CH:7]=[O:23])=[CH:5][C:4]=1[Cl:11]. The catalyst class is: 11.